This data is from TCR-epitope binding with 47,182 pairs between 192 epitopes and 23,139 TCRs. The task is: Binary Classification. Given a T-cell receptor sequence (or CDR3 region) and an epitope sequence, predict whether binding occurs between them. (1) The epitope is GPGHKARVL. The TCR CDR3 sequence is CSVEGVSAHEQYF. Result: 0 (the TCR does not bind to the epitope). (2) The epitope is FIAGLIAIV. The TCR CDR3 sequence is CSATSRQGGREQYF. Result: 0 (the TCR does not bind to the epitope).